Dataset: Catalyst prediction with 721,799 reactions and 888 catalyst types from USPTO. Task: Predict which catalyst facilitates the given reaction. Reactant: [Cl:1][C:2]1[N:7]=[C:6]([Cl:8])[CH:5]=[C:4](Cl)[N:3]=1.[CH:10]([C:13]1[NH:17][N:16]=[C:15]([NH2:18])[CH:14]=1)([CH3:12])[CH3:11].C(N(C(C)C)CC)(C)C. Product: [Cl:1][C:2]1[N:3]=[C:4]([NH:18][C:15]2[CH:14]=[C:13]([CH:10]([CH3:12])[CH3:11])[NH:17][N:16]=2)[CH:5]=[C:6]([Cl:8])[N:7]=1. The catalyst class is: 51.